From a dataset of Peptide-MHC class I binding affinity with 185,985 pairs from IEDB/IMGT. Regression. Given a peptide amino acid sequence and an MHC pseudo amino acid sequence, predict their binding affinity value. This is MHC class I binding data. (1) The peptide sequence is DGAEALGPFQS. The MHC is H-2-Kb with pseudo-sequence H-2-Kb. The binding affinity (normalized) is 0.333. (2) The peptide sequence is MQLPGGWLL. The MHC is HLA-B44:02 with pseudo-sequence HLA-B44:02. The binding affinity (normalized) is 0.0847.